Dataset: Full USPTO retrosynthesis dataset with 1.9M reactions from patents (1976-2016). Task: Predict the reactants needed to synthesize the given product. (1) Given the product [O:22]=[C:20]([CH3:21])[CH2:19][S:1][C:2]1[CH:3]=[C:4]([CH:8]=[CH:9][CH:10]=1)[C:5]([OH:7])=[O:6], predict the reactants needed to synthesize it. The reactants are: [SH:1][C:2]1[CH:3]=[C:4]([CH:8]=[CH:9][CH:10]=1)[C:5]([OH:7])=[O:6].C(N(CC)CC)C.Cl[CH2:19][C:20](=[O:22])[CH3:21]. (2) The reactants are: [Cl:1][C:2]1[CH:3]=[C:4](/[C:12](=[N:16]\[O:17][CH:18]2[CH2:22][CH2:21][CH2:20][CH2:19]2)/[C:13]([OH:15])=O)[CH:5]=[CH:6][C:7]=1[S:8]([CH3:11])(=[O:10])=[O:9].[CH3:23][C:24]1[S:28][C:27]([NH2:29])=[N:26][N:25]=1.C(N(CC)C(C)C)(C)C. Given the product [Cl:1][C:2]1[CH:3]=[C:4](/[C:12](=[N:16]\[O:17][CH:18]2[CH2:22][CH2:21][CH2:20][CH2:19]2)/[C:13]([NH:29][C:27]2[S:28][C:24]([CH3:23])=[N:25][N:26]=2)=[O:15])[CH:5]=[CH:6][C:7]=1[S:8]([CH3:11])(=[O:9])=[O:10], predict the reactants needed to synthesize it.